From a dataset of Full USPTO retrosynthesis dataset with 1.9M reactions from patents (1976-2016). Predict the reactants needed to synthesize the given product. (1) Given the product [CH2:1]([O:8][C:12]1[CH:17]=[CH:16][C:15]([O:18][CH3:19])=[CH:14][C:13]=1[C:20]([F:21])([F:22])[F:23])[C:2]1[CH:7]=[CH:6][CH:5]=[CH:4][CH:3]=1, predict the reactants needed to synthesize it. The reactants are: [CH2:1]([OH:8])[C:2]1[CH:7]=[CH:6][CH:5]=[CH:4][CH:3]=1.[H-].[Na+].F[C:12]1[CH:17]=[CH:16][C:15]([O:18][CH3:19])=[CH:14][C:13]=1[C:20]([F:23])([F:22])[F:21]. (2) The reactants are: [OH:1][C@:2]1([C:15]2[S:16][C:17]([C:20]3[CH:25]=[C:24]([CH3:26])[CH:23]=[C:22]([NH:27][C:28]4[CH:33]=[C:32]([C:34]([F:37])([F:36])[F:35])[CH:31]=[CH:30][N:29]=4)[N:21]=3)=[CH:18][N:19]=2)[CH2:11][CH2:10][CH2:9][C:8]2[CH:7]=[C:6]([C:12]([OH:14])=O)[CH:5]=[CH:4][C:3]1=2.[CH3:38][S:39]([NH2:42])(=[O:41])=[O:40].CN(C(ON1N=NC2C=CC=NC1=2)=[N+](C)C)C.F[P-](F)(F)(F)(F)F.CCN(C(C)C)C(C)C. Given the product [OH:1][C@:2]1([C:15]2[S:16][C:17]([C:20]3[CH:25]=[C:24]([CH3:26])[CH:23]=[C:22]([NH:27][C:28]4[CH:33]=[C:32]([C:34]([F:37])([F:35])[F:36])[CH:31]=[CH:30][N:29]=4)[N:21]=3)=[CH:18][N:19]=2)[CH2:11][CH2:10][CH2:9][C:8]2[CH:7]=[C:6]([C:12]([NH:42][S:39]([CH3:38])(=[O:41])=[O:40])=[O:14])[CH:5]=[CH:4][C:3]1=2, predict the reactants needed to synthesize it. (3) Given the product [CH2:1]([O:4][N:5]=[CH:6]/[C:7](/[CH3:21])=[CH:8]/[C@@H:9]1[C@@H:11]([C:12]([OH:14])=[O:13])[C:10]1([CH3:20])[CH3:19])[CH:2]=[CH2:3], predict the reactants needed to synthesize it. The reactants are: [CH2:1]([O:4][N:5]=[CH:6]/[C:7](/[CH3:21])=[CH:8]/[C@@H:9]1[C@@H:11]([C:12]([O:14]C(C)(C)C)=[O:13])[C:10]1([CH3:20])[CH3:19])[CH:2]=[CH2:3].C1(C)C=CC(S(O)(=O)=O)=CC=1. (4) Given the product [Cl:8][C:6]1[CH:5]=[C:4]([C:9]2[CH:14]=[CH:13][C:12]([O:15][CH:16]([CH3:18])[CH3:17])=[CH:11][CH:10]=2)[N:3]=[C:2]([C:34]2[CH:33]=[CH:32][N:31]=[CH:30][CH:29]=2)[CH:7]=1, predict the reactants needed to synthesize it. The reactants are: Cl[C:2]1[CH:7]=[C:6]([Cl:8])[CH:5]=[C:4]([C:9]2[CH:14]=[CH:13][C:12]([O:15][CH:16]([CH3:18])[CH3:17])=[CH:11][CH:10]=2)[N:3]=1.CN1CC(=O)OB([C:29]2[CH:30]=[N:31][CH:32]=[CH:33][CH:34]=2)OC(=O)C1.[O-]P([O-])([O-])=O.[K+].[K+].[K+]. (5) Given the product [CH3:40][O:39][C:37]1[CH:36]=[C:33]([CH:32]=[C:31]([O:30][CH3:29])[CH:38]=1)[CH2:34][N:18]1[CH2:19][CH2:20][N:15]([CH2:14][CH2:13][N:10]2[CH2:11][CH2:12][C:8]([C:5]3[CH:6]=[CH:7][C:2]([F:1])=[CH:3][CH:4]=3)([C:22]3[CH:23]=[CH:24][C:25]([F:28])=[CH:26][CH:27]=3)[C:9]2=[O:21])[CH2:16][CH2:17]1, predict the reactants needed to synthesize it. The reactants are: [F:1][C:2]1[CH:7]=[CH:6][C:5]([C:8]2([C:22]3[CH:27]=[CH:26][C:25]([F:28])=[CH:24][CH:23]=3)[CH2:12][CH2:11][N:10]([CH2:13][CH2:14][N:15]3[CH2:20][CH2:19][NH:18][CH2:17][CH2:16]3)[C:9]2=[O:21])=[CH:4][CH:3]=1.[CH3:29][O:30][C:31]1[CH:32]=[C:33]([CH:36]=[C:37]([O:39][CH3:40])[CH:38]=1)[CH:34]=O.C(O)(=O)C. (6) The reactants are: [OH:1][C:2]1[C:7]([C:8]([OH:10])=O)=[CH:6][N:5]=[C:4]([N:11]2[CH:15]=[CH:14][CH:13]=[N:12]2)[N:3]=1.CCN(CC)CC.CN(C(ON1N=NC2C=CC=NC1=2)=[N+](C)C)C.F[P-](F)(F)(F)(F)F.Cl.[NH2:48][C@@H:49]([CH:62]1[CH2:67][CH2:66][CH2:65][CH2:64][CH2:63]1)[C:50]1[CH:55]=[CH:54][C:53]([P:56]([CH3:61])(=[O:60])[O:57][CH2:58][CH3:59])=[CH:52][CH:51]=1. Given the product [CH:62]1([C@H:49]([NH:48][C:8]([C:7]2[C:2]([OH:1])=[N:3][C:4]([N:11]3[CH:15]=[CH:14][CH:13]=[N:12]3)=[N:5][CH:6]=2)=[O:10])[C:50]2[CH:51]=[CH:52][C:53]([P:56]([CH3:61])(=[O:60])[O:57][CH2:58][CH3:59])=[CH:54][CH:55]=2)[CH2:63][CH2:64][CH2:65][CH2:66][CH2:67]1, predict the reactants needed to synthesize it. (7) Given the product [OH:3][C:2]([CH3:5])([CH3:4])[CH2:1][O:6][N:7]1[C:8](=[O:17])[C:9]2[C:10](=[CH:13][CH:14]=[CH:15][CH:16]=2)[C:11]1=[O:12], predict the reactants needed to synthesize it. The reactants are: [CH3:1][C:2]1([CH3:5])[CH2:4][O:3]1.[OH:6][N:7]1[C:11](=[O:12])[C:10]2=[CH:13][CH:14]=[CH:15][CH:16]=[C:9]2[C:8]1=[O:17].